Task: Predict which catalyst facilitates the given reaction.. Dataset: Catalyst prediction with 721,799 reactions and 888 catalyst types from USPTO (1) Reactant: [CH:1]1([OH:5])[CH2:4][CH2:3][CH2:2]1.CN(C=O)C.[H-].[Na+].[Br:13][C:14]1[C:19]([O:20][CH3:21])=[CH:18][C:17]([CH2:22]Cl)=[CH:16][C:15]=1[O:24][CH3:25]. Product: [Br:13][C:14]1[C:19]([O:20][CH3:21])=[CH:18][C:17]([CH2:22][O:5][CH:1]2[CH2:4][CH2:3][CH2:2]2)=[CH:16][C:15]=1[O:24][CH3:25]. The catalyst class is: 84. (2) Reactant: [F:1][C:2]1[CH:7]=[C:6]([O:8][C:9]2[C:10]3[N:17]([CH3:18])[CH:16]=[CH:15][C:11]=3[N:12]=[CH:13][N:14]=2)[CH:5]=[CH:4][C:3]=1[NH:19][C:20]([NH:22][C:23]1[CH:28]=[CH:27][CH:26]=[C:25]([C:29]([F:32])([F:31])[F:30])[CH:24]=1)=[O:21].[BrH:33].C(O)C. Product: [BrH:33].[F:1][C:2]1[CH:7]=[C:6]([O:8][C:9]2[C:10]3[N:17]([CH3:18])[CH:16]=[CH:15][C:11]=3[N:12]=[CH:13][N:14]=2)[CH:5]=[CH:4][C:3]=1[NH:19][C:20]([NH:22][C:23]1[CH:28]=[CH:27][CH:26]=[C:25]([C:29]([F:31])([F:30])[F:32])[CH:24]=1)=[O:21]. The catalyst class is: 8. (3) Reactant: C(=O)([O-])[O-].[K+].[K+].[Si:7]([O:24][CH2:25][C:26]1[C:27]([N:38]2[CH2:43][C@H:42]([CH3:44])[O:41][C@H:40]([CH3:45])[CH2:39]2)=[C:28]([F:37])[C:29]([F:36])=[C:30]([C:32](=[O:35])[CH2:33]Cl)[CH:31]=1)([C:20]([CH3:23])([CH3:22])[CH3:21])([C:14]1[CH:19]=[CH:18][CH:17]=[CH:16][CH:15]=1)[C:8]1[CH:13]=[CH:12][CH:11]=[CH:10][CH:9]=1.[NH:46]1[CH:50]=[N:49][CH:48]=[N:47]1. Product: [Si:7]([O:24][CH2:25][C:26]1[C:27]([N:38]2[CH2:43][C@H:42]([CH3:44])[O:41][C@H:40]([CH3:45])[CH2:39]2)=[C:28]([F:37])[C:29]([F:36])=[C:30]([C:32](=[O:35])[CH2:33][N:46]2[CH:50]=[N:49][CH:48]=[N:47]2)[CH:31]=1)([C:20]([CH3:23])([CH3:22])[CH3:21])([C:14]1[CH:19]=[CH:18][CH:17]=[CH:16][CH:15]=1)[C:8]1[CH:13]=[CH:12][CH:11]=[CH:10][CH:9]=1. The catalyst class is: 10. (4) Reactant: [N:1]([CH2:4][C:5]1[CH:12]=[CH:11][C:8]([C:9]#[N:10])=[CH:7][C:6]=1[CH3:13])=[N+]=[N-].C1(P(C2C=CC=CC=2)C2C=CC=CC=2)C=CC=CC=1.C1(P(=O)(C2C=CC=CC=2)C2C=CC=CC=2)C=CC=CC=1. Product: [NH2:1][CH2:4][C:5]1[CH:12]=[CH:11][C:8]([C:9]#[N:10])=[CH:7][C:6]=1[CH3:13]. The catalyst class is: 40.